From a dataset of Full USPTO retrosynthesis dataset with 1.9M reactions from patents (1976-2016). Predict the reactants needed to synthesize the given product. (1) The reactants are: F[P-](F)(F)(F)(F)F.C[N+](C)=C(N(C)C)ON1C2N=CC=CC=2N=N1.C(N(C(C)C)CC)(C)C.[CH3:34][NH:35][C:36]1[N:41]=[C:40]([C:42]2[NH:43][C:44]3[C:49]([CH:50]=2)=[CH:48][C:47]([C:51]([OH:53])=O)=[CH:46][CH:45]=3)[CH:39]=[CH:38][N:37]=1.[CH3:54][O:55][C:56](=[O:73])[C@@H:57]([NH2:72])[CH2:58][N:59]([C:66]1[CH:71]=[CH:70][CH:69]=[CH:68][CH:67]=1)[C:60]1[N:65]=[CH:64][CH:63]=[CH:62][N:61]=1.C(=O)([O-])O.[Na+].C(OC(C)C)(=O)C. Given the product [CH3:54][O:55][C:56](=[O:73])[C@@H:57]([NH:72][C:51]([C:47]1[CH:48]=[C:49]2[C:44](=[CH:45][CH:46]=1)[NH:43][C:42]([C:40]1[CH:39]=[CH:38][N:37]=[C:36]([NH:35][CH3:34])[N:41]=1)=[CH:50]2)=[O:53])[CH2:58][N:59]([C:66]1[CH:71]=[CH:70][CH:69]=[CH:68][CH:67]=1)[C:60]1[N:61]=[CH:62][CH:63]=[CH:64][N:65]=1, predict the reactants needed to synthesize it. (2) Given the product [CH2:1]([O:8][C:9](=[O:23])[C@@H:10]([NH:15][C:16]([O:18][C:19]([CH3:22])([CH3:21])[CH3:20])=[O:17])[CH2:11][C:12]([N:64]1[CH2:65][CH:62]([O:61][C:60]2[CH:59]=[CH:58][C:57]([Cl:56])=[CH:67][CH:66]=2)[CH2:63]1)=[O:14])[C:2]1[CH:3]=[CH:4][CH:5]=[CH:6][CH:7]=1, predict the reactants needed to synthesize it. The reactants are: [CH2:1]([O:8][C:9](=[O:23])[C@@H:10]([NH:15][C:16]([O:18][C:19]([CH3:22])([CH3:21])[CH3:20])=[O:17])[CH2:11][C:12]([OH:14])=O)[C:2]1[CH:7]=[CH:6][CH:5]=[CH:4][CH:3]=1.C(N(C(C)C)CC)(C)C.F[B-](F)(F)F.N1(OC(N(C)C)=[N+](C)C)C2C=CC=CC=2N=N1.Cl.[Cl:56][C:57]1[CH:67]=[CH:66][C:60]([O:61][CH:62]2[CH2:65][NH:64][CH2:63]2)=[CH:59][CH:58]=1. (3) The reactants are: [Cl:1][C:2]1[S:6][C:5]([S:7]([NH2:10])(=[O:9])=[O:8])=[CH:4][CH:3]=1.[C:11](N1C=CN=C1)(N1C=CN=C1)=[O:12].CCN(C(C)C)[CH:26]([CH3:28])[CH3:27].C([C:34]1[C:35]([N:49]2[CH2:54][CH2:53][NH:52][CH2:51][CH2:50]2)=[N:36][C:37](C(F)(F)F)=[C:38]([CH:44]=1)[C:39]([O:41][CH2:42][CH3:43])=[O:40])#N.C(Cl)[Cl:56]. Given the product [Cl:56][C:34]1[C:35]([N:49]2[CH2:50][CH2:51][N:52]([C:11]([NH:10][S:7]([C:5]3[S:6][C:2]([Cl:1])=[CH:3][CH:4]=3)(=[O:9])=[O:8])=[O:12])[CH2:53][CH2:54]2)=[N:36][CH:37]=[C:38]([CH:44]=1)[C:39]([O:41][CH2:42][CH2:43][CH:26]([CH3:28])[CH3:27])=[O:40], predict the reactants needed to synthesize it. (4) Given the product [CH3:9][O:10][C:11](=[O:14])[CH2:12][NH:13][CH2:7][CH:1]1[CH2:2][CH2:3][CH2:4][CH2:5][CH2:6]1, predict the reactants needed to synthesize it. The reactants are: [CH:1]1([CH:7]=O)[CH2:6][CH2:5][CH2:4][CH2:3][CH2:2]1.[CH3:9][O:10][C:11](=[O:14])[CH2:12][NH2:13].CCN(CC)CC.[BH4-].[Na+]. (5) Given the product [CH:14]1([C:12]([C:6]2[CH:7]=[N:8][C:9]3[C:4]([C:5]=2[NH:17][C:18]2[CH:23]=[CH:22][CH:21]=[C:20]([CH2:24][CH2:25][N:26]([CH3:28])[CH3:27])[CH:19]=2)=[CH:3][C:2]([C:34]2[CH:35]=[C:30]([Cl:29])[C:31]([OH:46])=[C:32]([Cl:45])[CH:33]=2)=[CH:11][CH:10]=3)=[O:13])[CH2:16][CH2:15]1, predict the reactants needed to synthesize it. The reactants are: Br[C:2]1[CH:3]=[C:4]2[C:9](=[CH:10][CH:11]=1)[N:8]=[CH:7][C:6]([C:12]([CH:14]1[CH2:16][CH2:15]1)=[O:13])=[C:5]2[NH:17][C:18]1[CH:23]=[CH:22][CH:21]=[C:20]([CH2:24][CH2:25][N:26]([CH3:28])[CH3:27])[CH:19]=1.[Cl:29][C:30]1[CH:35]=[C:34](B2OC(C)(C)C(C)(C)O2)[CH:33]=[C:32]([Cl:45])[C:31]=1[OH:46]. (6) Given the product [F:1][C:2]1[CH:3]=[C:4]2[C:8](=[CH:9][C:10]=1[C:11]([OH:13])=[O:12])[N:7]([S:15]([CH3:18])(=[O:16])=[O:17])[CH:6]=[CH:5]2, predict the reactants needed to synthesize it. The reactants are: [F:1][C:2]1[CH:3]=[C:4]2[C:8](=[CH:9][C:10]=1[C:11]([O:13]C)=[O:12])[N:7]([S:15]([CH3:18])(=[O:17])=[O:16])[CH:6]=[CH:5]2.[OH-].[Li+].